From a dataset of Forward reaction prediction with 1.9M reactions from USPTO patents (1976-2016). Predict the product of the given reaction. (1) Given the reactants I[C:2]1[CH:7]=[CH:6][C:5]([NH:8][CH2:9][CH2:10][N:11]2[CH2:16][CH2:15][CH:14]([CH3:17])[CH2:13][CH2:12]2)=[C:4]([CH3:18])[CH:3]=1.[Cl:19][C:20]1[CH:25]=[CH:24][C:23]([C:26]2[CH:27]=[CH:28][C:29]([C:32]#[CH:33])=[N:30][CH:31]=2)=[CH:22][CH:21]=1, predict the reaction product. The product is: [Cl:19][C:20]1[CH:21]=[CH:22][C:23]([C:26]2[CH:27]=[CH:28][C:29]([C:32]#[C:33][C:2]3[CH:7]=[CH:6][C:5]([NH:8][CH2:9][CH2:10][N:11]4[CH2:16][CH2:15][CH:14]([CH3:17])[CH2:13][CH2:12]4)=[C:4]([CH3:18])[CH:3]=3)=[N:30][CH:31]=2)=[CH:24][CH:25]=1. (2) Given the reactants [CH:1]([C:4]1[N:8]=[C:7]([C:9]2[C:17]3[CH2:16][CH2:15][O:14][CH2:13][C:12]=3[S:11][C:10]=2[NH2:18])[O:6][N:5]=1)([CH3:3])[CH3:2].[C@@H:19]12[C:28](=[O:29])[O:27][C:25](=[O:26])[C@@H:20]1[CH2:21][CH2:22][CH2:23][CH2:24]2, predict the reaction product. The product is: [CH:1]([C:4]1[N:8]=[C:7]([C:9]2[C:17]3[CH2:16][CH2:15][O:14][CH2:13][C:12]=3[S:11][C:10]=2[NH:18][C:28]([CH:19]2[CH2:24][CH2:23][CH2:22][CH2:21][CH:20]2[C:25]([OH:27])=[O:26])=[O:29])[O:6][N:5]=1)([CH3:3])[CH3:2]. (3) Given the reactants C(O)(=O)C(C)=C.CC(C(OCCOC(C(C)=C)=O)=O)=C.[CH:21]([CH:24]([CH2:30][CH2:31][CH:32]([CH3:34])[CH3:33])[CH2:25][CH2:26][C:27](=[O:29])[CH3:28])([CH3:23])[CH3:22], predict the reaction product. The product is: [CH3:23][CH:21]([C@@H:24](/[CH:30]=[CH:31]/[C:32]([CH3:34])=[CH2:33])[CH2:25][CH2:26][C:27]([CH3:28])=[O:29])[CH3:22]. (4) Given the reactants [O:1]1[C:6]2[CH:7]=[CH:8][CH:9]=[CH:10][C:5]=2[NH:4][C:3](=[O:11])[CH2:2]1.[Cl-].[Cl-].[Cl-].[Al+3].[C:16](Cl)(=[O:20])[CH:17]([CH3:19])[CH3:18], predict the reaction product. The product is: [C:16]([C:9]1[CH:8]=[CH:7][C:6]2[O:1][CH2:2][C:3](=[O:11])[NH:4][C:5]=2[CH:10]=1)(=[O:20])[CH:17]([CH3:19])[CH3:18].